This data is from Catalyst prediction with 721,799 reactions and 888 catalyst types from USPTO. The task is: Predict which catalyst facilitates the given reaction. (1) Reactant: [Cl:1][C:2]1[C:3]([O:12][CH3:13])=[C:4]([C:9](=[O:11])[CH3:10])[C:5]([OH:8])=[CH:6][CH:7]=1.O=[C:15]1[CH2:20][CH2:19][N:18]([C:21]([O:23][C:24]([CH3:27])([CH3:26])[CH3:25])=[O:22])[CH2:17][CH2:16]1.N1CCCC1. Product: [C:21]([N:18]1[CH2:17][CH2:16][C:15]2([CH2:10][C:9](=[O:11])[C:4]3[C:5](=[CH:6][CH:7]=[C:2]([Cl:1])[C:3]=3[O:12][CH3:13])[O:8]2)[CH2:20][CH2:19]1)([O:23][C:24]([CH3:27])([CH3:26])[CH3:25])=[O:22]. The catalyst class is: 5. (2) Product: [CH2:1]([O:8][C:9]1[CH:14]=[CH:13][C:12]([O:15][CH2:28][CH2:29][CH2:30][C:31]([O:33][CH2:34][CH3:35])=[O:32])=[C:11]([N+:16]([O-:18])=[O:17])[CH:10]=1)[C:2]1[CH:3]=[CH:4][CH:5]=[CH:6][CH:7]=1. Reactant: [CH2:1]([O:8][C:9]1[CH:14]=[CH:13][C:12]([OH:15])=[C:11]([N+:16]([O-:18])=[O:17])[CH:10]=1)[C:2]1[CH:7]=[CH:6][CH:5]=[CH:4][CH:3]=1.C([O-])([O-])=O.[K+].[K+].[Na+].[I-].Br[CH2:28][CH2:29][CH2:30][C:31]([O:33][CH2:34][CH3:35])=[O:32]. The catalyst class is: 31. (3) Reactant: [Br:1][C:2]1[CH:3]=[C:4]2[C:9](=[N:10][C:11]=1[N:12]1[CH2:16][CH2:15][CH2:14][CH2:13]1)[N:8](C(C)(C)C)[CH:7]=[C:6]([C:21]([O:23]CC)=[O:22])[C:5]2=[O:26].Cl.C(O)C. Product: [Br:1][C:2]1[CH:3]=[C:4]2[C:9](=[N:10][C:11]=1[N:12]1[CH2:16][CH2:15][CH2:14][CH2:13]1)[NH:8][CH:7]=[C:6]([C:21]([OH:23])=[O:22])[C:5]2=[O:26]. The catalyst class is: 6. (4) Reactant: Br[C:2]1[S:3][C:4]([C:8]([O:10][CH2:11][CH3:12])=[O:9])=[C:5]([CH3:7])[N:6]=1.[Cl:13][C:14]1[CH:19]=[CH:18][C:17](B(O)O)=[CH:16][N:15]=1.C(=O)([O-])[O-].[K+].[K+]. Product: [Cl:13][C:14]1[N:15]=[CH:16][C:17]([C:2]2[S:3][C:4]([C:8]([O:10][CH2:11][CH3:12])=[O:9])=[C:5]([CH3:7])[N:6]=2)=[CH:18][CH:19]=1. The catalyst class is: 335. (5) Reactant: [CH3:1][O:2][C:3]1[C:10]([O:11][CH3:12])=[CH:9][CH:8]=[CH:7][C:4]=1[CH:5]=[O:6].[N+:13]([O-])([OH:15])=[O:14]. Product: [CH3:1][O:2][C:3]1[C:10]([O:11][CH3:12])=[CH:9][CH:8]=[C:7]([N+:13]([O-:15])=[O:14])[C:4]=1[CH:5]=[O:6]. The catalyst class is: 6. (6) Reactant: F[C:2]1[CH:9]=[CH:8][C:7]([N+:10]([O-:12])=[O:11])=[CH:6][C:3]=1[C:4]#[N:5].[NH:13]1[CH:17]=[N:16][CH:15]=[N:14]1.C(=O)([O-])[O-].[Cs+].[Cs+].O. Product: [N+:10]([C:7]1[CH:8]=[CH:9][C:2]([N:13]2[CH:17]=[N:16][CH:15]=[N:14]2)=[C:3]([CH:6]=1)[C:4]#[N:5])([O-:12])=[O:11]. The catalyst class is: 3. (7) Reactant: [F:1][C:2]1([F:60])[CH2:7][CH2:6][CH:5]([C:8]2[C:17]3[CH:16]([O:18]CC4C=CC(OC)=CC=4)[CH2:15][C:14]([CH3:29])([CH3:28])[CH2:13][C:12]=3[N:11]=[C:10]([CH:30]3[CH2:35][CH2:34][N:33]([C:36]4[N:41]=[CH:40][C:39](N5CCOCC5)=[CH:38][N:37]=4)[CH2:32][CH2:31]3)[C:9]=2[CH:48]([F:59])[C:49]2[CH:54]=[CH:53][C:52]([C:55]([F:58])([F:57])[F:56])=[CH:51][CH:50]=2)[CH2:4][CH2:3]1.Cl.C(=O)([O-])[OH:63].[Na+].[OH-].[Na+]. Product: [F:1][C:2]1([F:60])[CH2:3][CH2:4][CH:5]([C:8]2[C:17]3[CH:16]([OH:18])[CH2:15][C:14]([CH3:28])([CH3:29])[CH2:13][C:12]=3[N:11]=[C:10]([CH:30]3[CH2:35][CH2:34][N:33]([C:36]4[N:41]=[CH:40][C:39]([OH:63])=[CH:38][N:37]=4)[CH2:32][CH2:31]3)[C:9]=2[CH:48]([F:59])[C:49]2[CH:54]=[CH:53][C:52]([C:55]([F:58])([F:57])[F:56])=[CH:51][CH:50]=2)[CH2:6][CH2:7]1. The catalyst class is: 169. (8) Reactant: [Br:1][C:2]1[CH:6]=[C:5]([C:7]([NH:9][C:10]2[C:15]([N+:16]([O-])=O)=[CH:14][CH:13]=[CH:12][C:11]=2[CH3:19])=[O:8])[N:4]([C:20]2[C:25]([Cl:26])=[CH:24][CH:23]=[CH:22][N:21]=2)[N:3]=1.C1COCC1.[O-]S(S([O-])=O)=O.[Na+].[Na+].C([O-])(O)=O.[Na+]. Product: [NH2:16][C:15]1[CH:14]=[CH:13][CH:12]=[C:11]([CH3:19])[C:10]=1[NH:9][C:7]([C:5]1[N:4]([C:20]2[C:25]([Cl:26])=[CH:24][CH:23]=[CH:22][N:21]=2)[N:3]=[C:2]([Br:1])[CH:6]=1)=[O:8]. The catalyst class is: 72.